Dataset: Full USPTO retrosynthesis dataset with 1.9M reactions from patents (1976-2016). Task: Predict the reactants needed to synthesize the given product. Given the product [C:1]([C:3]1[CH:4]=[CH:5][C:6]([O:28][CH3:29])=[C:7]([S:9]([N:12]([CH2:13][CH2:14][C:15]2[CH:20]=[CH:19][C:18]([CH:21]([CH3:23])[CH3:22])=[CH:17][CH:16]=2)[CH2:24][C:25]([N:30]2[CH2:35][CH2:34][O:33][CH2:32][CH2:31]2)=[O:26])(=[O:10])=[O:11])[CH:8]=1)#[N:2], predict the reactants needed to synthesize it. The reactants are: [C:1]([C:3]1[CH:4]=[CH:5][C:6]([O:28][CH3:29])=[C:7]([S:9]([N:12]([CH2:24][C:25](O)=[O:26])[CH2:13][CH2:14][C:15]2[CH:20]=[CH:19][C:18]([CH:21]([CH3:23])[CH3:22])=[CH:17][CH:16]=2)(=[O:11])=[O:10])[CH:8]=1)#[N:2].[NH:30]1[CH2:35][CH2:34][O:33][CH2:32][CH2:31]1.Cl.CN(C)CCCN=C=NCC.O.